From a dataset of CYP1A2 inhibition data for predicting drug metabolism from PubChem BioAssay. Regression/Classification. Given a drug SMILES string, predict its absorption, distribution, metabolism, or excretion properties. Task type varies by dataset: regression for continuous measurements (e.g., permeability, clearance, half-life) or binary classification for categorical outcomes (e.g., BBB penetration, CYP inhibition). Dataset: cyp1a2_veith. (1) The drug is CC[C@]1(C2=NCCN2)Cc2ccccc2O1. The result is 0 (non-inhibitor). (2) The result is 0 (non-inhibitor). The compound is COc1cc(C2C(C#N)=C(N)OC3=C2C(=O)CCC3)cc(OC)c1OC(=O)N1CCOCC1. (3) The drug is COc1ccc(NC(=O)CCNS(=O)(=O)c2ccc3c(c2)c(=O)n(C)c(=O)n3C)cc1. The result is 0 (non-inhibitor). (4) The compound is COc1ccc2[nH]cc(CCNc3ncnc4ccc(-c5ccoc5)cc34)c2c1. The result is 1 (inhibitor). (5) The drug is CC(=NC1CCCCC1)c1ccccc1O. The result is 0 (non-inhibitor). (6) The compound is C1=C(CN2CCOCC2)COc2c1cccc2OC[C@@H]1CNCCO1. The result is 1 (inhibitor). (7) The drug is COc1ccc2cc(C(=O)Nc3ccc(F)cc3)sc(=O)c2c1OC. The result is 1 (inhibitor). (8) The drug is CCC(C)Nc1nc(OCC(F)(F)F)nc(OCC(F)(F)F)n1. The result is 1 (inhibitor). (9) The molecule is CCOC(=O)CCN1C(=O)[C@H]2CC[C@@H]3/C(=N\NC(=O)OCC)C[C@@H](O)[C@@H](O)[C@@H]3[C@@H]2C1=O. The result is 0 (non-inhibitor). (10) The compound is C[C@@H](N)Cn1ccc2cc(F)c(Cl)cc21. The result is 1 (inhibitor).